From a dataset of Forward reaction prediction with 1.9M reactions from USPTO patents (1976-2016). Predict the product of the given reaction. (1) The product is: [CH3:17][N:10]1[C:9]2[CH:8]=[CH:7][CH:6]=[C:5]([CH:4]=[CH:3][O:2][CH3:1])[C:14]=2[O:13][CH2:12][C:11]1=[O:15]. Given the reactants [CH3:1][O:2][CH:3]=[CH:4][C:5]1[C:14]2[O:13][CH2:12][C:11](=[O:15])[NH:10][C:9]=2[CH:8]=[CH:7][CH:6]=1.I[CH3:17].[H-].[Na+], predict the reaction product. (2) The product is: [OH:1][C:2]1[C:11]2[CH2:10][CH2:9][CH2:8][CH2:7][C:6]=2[N:5]=[C:4]([C:12]([O:14][CH3:15])=[O:13])[CH:3]=1. Given the reactants [OH:1][C:2]1[C:11]2[C:6](=[CH:7][CH:8]=[CH:9][CH:10]=2)[N:5]=[C:4]([C:12]([O:14][CH3:15])=[O:13])[CH:3]=1, predict the reaction product. (3) Given the reactants I[C:2]1[CH:11]=[C:10]2[C:5]([CH:6]=[C:7]([C:16]([O:18][CH2:19][CH3:20])=[O:17])[CH:8]([C:12]([F:15])([F:14])[F:13])[O:9]2)=[CH:4][CH:3]=1.[CH3:21][C:22]1[CH:27]=[CH:26][C:25](B(O)O)=[CH:24][CH:23]=1.[C:31]([O-])([O-])=[O:32].[K+].[K+], predict the reaction product. The product is: [CH3:21][C:22]1[CH:27]=[CH:26][C:25]([C:31]([C:2]2[CH:11]=[C:10]3[C:5]([CH:6]=[C:7]([C:16]([O:18][CH2:19][CH3:20])=[O:17])[CH:8]([C:12]([F:15])([F:14])[F:13])[O:9]3)=[CH:4][CH:3]=2)=[O:32])=[CH:24][CH:23]=1. (4) Given the reactants [CH:1]([C:4]1[C:5]([CH2:10][NH:11][CH2:12][C:13]2[C:18]([CH3:19])=[CH:17][CH:16]=[CH:15][N:14]=2)=[N:6][CH:7]=[CH:8][CH:9]=1)([CH3:3])[CH3:2].[CH3:20][O:21][C:22](=[O:33])[C:23]1[CH:28]=[C:27]([C:29]#[N:30])[CH:26]=[CH:25][C:24]=1[CH2:31]Br.CCN(C(C)C)C(C)C, predict the reaction product. The product is: [CH3:20][O:21][C:22](=[O:33])[C:23]1[CH:28]=[C:27]([C:29]#[N:30])[CH:26]=[CH:25][C:24]=1[CH2:31][N:11]([CH2:10][C:5]1[C:4]([CH:1]([CH3:3])[CH3:2])=[CH:9][CH:8]=[CH:7][N:6]=1)[CH2:12][C:13]1[C:18]([CH3:19])=[CH:17][CH:16]=[CH:15][N:14]=1. (5) Given the reactants Br[C:2]1[CH:7]=[CH:6][C:5]([N+:8]([O-:10])=[O:9])=[CH:4][C:3]=1[CH3:11].C([Sn](CCCC)(CCCC)[C:17]1[O:18][C:19]([Sn](CCCC)(CCCC)CCCC)=[CH:20][CH:21]=1)CCC, predict the reaction product. The product is: [CH3:11][C:3]1[CH:4]=[C:5]([N+:8]([O-:10])=[O:9])[CH:6]=[CH:7][C:2]=1[C:19]1[O:18][C:17]([C:2]2[CH:7]=[CH:6][C:5]([N+:8]([O-:10])=[O:9])=[CH:4][C:3]=2[CH3:11])=[CH:21][CH:20]=1.